Dataset: Reaction yield outcomes from USPTO patents with 853,638 reactions. Task: Predict the reaction yield, written as a fraction of the theoretical maximum amount of product (1.0 means a 100% yield; for example, 0.34 means a 34% yield). The reactants are CO[C:3]1([O:14]C)[C:12]2[C:7](=[CH:8][CH:9]=[CH:10][CH:11]=2)[C:6](=[O:13])[CH:5]=[CH:4]1.[C:16]1([CH3:34])[CH:21]=[CH:20][C:19]([S:22]([N:25]2[C:33]3[C:28](=[CH:29][CH:30]=[CH:31][CH:32]=3)[CH:27]=[CH:26]2)(=[O:24])=[O:23])=[CH:18][CH:17]=1. No catalyst specified. The product is [OH:14][C:3]1([C:26]2[N:25]([S:22]([C:19]3[CH:20]=[CH:21][C:16]([CH3:34])=[CH:17][CH:18]=3)(=[O:24])=[O:23])[C:33]3[C:28]([CH:27]=2)=[CH:29][CH:30]=[CH:31][CH:32]=3)[C:12]2[C:7](=[CH:8][CH:9]=[CH:10][CH:11]=2)[C:6](=[O:13])[CH:5]=[CH:4]1. The yield is 0.230.